From a dataset of Reaction yield outcomes from USPTO patents with 853,638 reactions. Predict the reaction yield, written as a fraction of the theoretical maximum amount of product (1.0 means a 100% yield; for example, 0.34 means a 34% yield). (1) The reactants are [CH:1]1([N:7]2[C:12]([OH:13])=[C:11]([C:14]([NH:16][CH2:17][C:18]([O:20]CC)=[O:19])=[O:15])[C:10](=[O:23])[NH:9][C:8]2=[O:24])[CH2:6][CH2:5][CH2:4][CH2:3][CH2:2]1.C(=O)([O-])[O-].[K+].[K+].[Br:31][C:32]1[CH:39]=[CH:38][C:37]([F:40])=[CH:36][C:33]=1[CH2:34]Br.Cl. The catalyst is CC(N(C)C)=O. The product is [Br:31][C:32]1[CH:39]=[CH:38][C:37]([F:40])=[CH:36][C:33]=1[CH2:34][N:9]1[C:10](=[O:23])[C:11]([C:14]([NH:16][CH2:17][C:18]([OH:20])=[O:19])=[O:15])=[C:12]([OH:13])[N:7]([CH:1]2[CH2:2][CH2:3][CH2:4][CH2:5][CH2:6]2)[C:8]1=[O:24]. The yield is 0.310. (2) The reactants are [C:1](=[O:13])([O:3][C:4]1[CH:9]=[CH:8][C:7]([N+:10]([O-:12])=[O:11])=[CH:6][CH:5]=1)[NH2:2].[F:14][C:15]1[CH:28]=[C:27]([N+:29]([O-:31])=[O:30])[CH:26]=[CH:25][C:16]=1[O:17][C:18]1[CH:23]=[CH:22][N:21]=[C:20](N)[CH:19]=1.CCN(C(C)C)C(C)C. The catalyst is C1COCC1.CCOC(C)=O. The product is [F:14][C:15]1[CH:28]=[C:27]([N+:29]([O-:31])=[O:30])[CH:26]=[CH:25][C:16]=1[O:17][C:18]1[CH:19]=[CH:20][N:21]=[C:22]([NH:2][C:1](=[O:13])[O:3][C:4]2[CH:5]=[CH:6][C:7]([N+:10]([O-:12])=[O:11])=[CH:8][CH:9]=2)[CH:23]=1. The yield is 0.980. (3) The yield is 0.690. The product is [CH2:8]([C:10]1[CH:38]=[CH:37][C:13]([C:14]([N:16]2[CH2:17][CH2:18][C:19]3([O:26][C:25]4[CH:27]=[CH:28][CH:29]=[CH:30][C:24]=4[N:23]4[C:31]([C:34]#[N:35])=[CH:32][CH:33]=[C:22]34)[CH2:20][CH2:21]2)=[O:15])=[CH:12][C:11]=1[O:39][CH3:40])[CH3:9]. The catalyst is ClCCl. The reactants are C(OC(=O)C)(=O)C.[CH2:8]([C:10]1[CH:38]=[CH:37][C:13]([C:14]([N:16]2[CH2:21][CH2:20][C:19]3([O:26][C:25]4[CH:27]=[CH:28][CH:29]=[CH:30][C:24]=4[N:23]4[C:31](/[CH:34]=[N:35]\O)=[CH:32][CH:33]=[C:22]34)[CH2:18][CH2:17]2)=[O:15])=[CH:12][C:11]=1[O:39][CH3:40])[CH3:9].C(=O)(O)[O-].[Na+]. (4) The reactants are [O:1]1[C:5]2[CH:6]=[CH:7][C:8]([CH2:10][NH:11][CH2:12][CH2:13][CH:14]3[CH2:19][CH2:18][CH2:17][CH2:16][N:15]3[C:20]3[CH:25]=[CH:24][N:23]=[C:22]([N:26]4[CH:30]=[CH:29][N:28]=[CH:27]4)[N:21]=3)=[CH:9][C:4]=2[O:3][CH2:2]1.CCN(C(C)C)C(C)C.[C:40](OC(=O)C)(=[O:42])[CH3:41]. The catalyst is C1COCC1. The product is [C:40]([N:11]([CH2:10][C:8]1[CH:7]=[CH:6][C:5]2[O:1][CH2:2][O:3][C:4]=2[CH:9]=1)[CH2:12][CH2:13][CH:14]1[CH2:19][CH2:18][CH2:17][CH2:16][N:15]1[C:20]1[CH:25]=[CH:24][N:23]=[C:22]([N:26]2[CH:30]=[CH:29][N:28]=[CH:27]2)[N:21]=1)(=[O:42])[CH3:41]. The yield is 0.600. (5) The reactants are [C:1]([O:9][CH2:10][C@:11]1([CH3:16])[CH:15]=[CH:14][CH2:13][O:12]1)(=[O:8])[C:2]1[CH:7]=[CH:6][CH:5]=[CH:4][CH:3]=1.S(C)C.C([O-])(=[O:22])C.[Na+].OO. The catalyst is C1COCC1.O.CCOC(C)=O. The product is [C:1]([O:9][CH2:10][C@:11]1([CH3:16])[CH2:15][CH:14]([OH:22])[CH2:13][O:12]1)(=[O:8])[C:2]1[CH:3]=[CH:4][CH:5]=[CH:6][CH:7]=1. The yield is 0.980.